This data is from Forward reaction prediction with 1.9M reactions from USPTO patents (1976-2016). The task is: Predict the product of the given reaction. (1) Given the reactants [CH2:1]([N:8]1[CH:16]=[C:15]2[C:10]([CH:11]=[C:12]([C:17]3[CH:18]=[C:19]([CH:27]4[CH2:31][CH2:30][NH:29][CH2:28]4)[N:20]4[C:25]=3[C:24]([NH2:26])=[N:23][CH:22]=[N:21]4)[CH:13]=[CH:14]2)=[N:9]1)[C:2]1[CH:7]=[CH:6][CH:5]=[CH:4][CH:3]=1.Br[CH2:33][CH2:34][O:35][Si:36]([C:39]([CH3:42])([CH3:41])[CH3:40])([CH3:38])[CH3:37], predict the reaction product. The product is: [CH2:1]([N:8]1[CH:16]=[C:15]2[C:10]([CH:11]=[C:12]([C:17]3[CH:18]=[C:19]([CH:27]4[CH2:31][CH2:30][N:29]([CH2:33][CH2:34][O:35][Si:36]([C:39]([CH3:42])([CH3:41])[CH3:40])([CH3:38])[CH3:37])[CH2:28]4)[N:20]4[C:25]=3[C:24]([NH2:26])=[N:23][CH:22]=[N:21]4)[CH:13]=[CH:14]2)=[N:9]1)[C:2]1[CH:3]=[CH:4][CH:5]=[CH:6][CH:7]=1. (2) Given the reactants [CH3:1][C:2]1[N:7]([C:8]2[CH:13]=[CH:12][CH:11]=[C:10]([C:14]([F:17])([F:16])[F:15])[CH:9]=2)[C:6](=[O:18])[C:5]([C:19]([NH:21][CH2:22][C:23]2[CH:28]=[CH:27][C:26]([S:29]([CH3:32])(=[O:31])=[O:30])=[CH:25][CH:24]=2)=[O:20])=[CH:4][C:3]=1[CH:33]=[CH2:34].[Br:35]N1C(=O)CCC1=O.C(OO[C:53](=[O:60])C1C=CC=CC=1)(=O)C1C=CC=CC=1, predict the reaction product. The product is: [Br:35][CH2:34][CH:33]([C:3]1[CH:4]=[C:5]([C:19]([NH:21][CH2:22][C:23]2[CH:24]=[CH:25][C:26]([S:29]([CH3:32])(=[O:31])=[O:30])=[CH:27][CH:28]=2)=[O:20])[C:6](=[O:18])[N:7]([C:8]2[CH:13]=[CH:12][CH:11]=[C:10]([C:14]([F:17])([F:15])[F:16])[CH:9]=2)[C:2]=1[CH3:1])[O:60][CH3:53]. (3) Given the reactants [NH:1]1[CH2:6][CH2:5][O:4][CH2:3][CH2:2]1.CC(C)=O.[Br:11][CH2:12][CH2:13]Br, predict the reaction product. The product is: [Br:11][CH2:12][CH2:13][N:1]1[CH2:6][CH2:5][O:4][CH2:3][CH2:2]1. (4) Given the reactants [C:1]1([CH3:7])[CH:6]=[CH:5][CH:4]=[CH:3][CH:2]=1.C(=O)([O-])[O-].[Na+].[Na+].BrC1[CH:27]=[CH:26][C:25]2[C:24]3[C:19](=[CH:20][C:21](Br)=[CH:22][CH:23]=3)[NH:18][C:17]=2[CH:16]=1.[C:29]1(B(O)O)[CH:34]=[CH:33][CH:32]=[CH:31][CH:30]=1, predict the reaction product. The product is: [C:1]1([C:7]2[CH:27]=[CH:26][C:25]3[C:24]4[C:19](=[CH:20][C:21]([C:29]5[CH:34]=[CH:33][CH:32]=[CH:31][CH:30]=5)=[CH:22][CH:23]=4)[NH:18][C:17]=3[CH:16]=2)[CH:6]=[CH:5][CH:4]=[CH:3][CH:2]=1. (5) Given the reactants [CH2:1]([N:8]1[C:16]2[C:11](=[CH:12][CH:13]=[CH:14][C:15]=2[CH2:17][CH3:18])[C:10]2[CH2:19][CH2:20][O:21][C:22]([CH2:25][C:26](O)=[O:27])([CH2:23][CH3:24])[C:9]1=2)[C:2]1[CH:7]=[CH:6][CH:5]=[CH:4][CH:3]=1, predict the reaction product. The product is: [CH2:1]([N:8]1[C:16]2[C:11](=[CH:12][CH:13]=[CH:14][C:15]=2[CH2:17][CH3:18])[C:10]2[CH2:19][CH2:20][O:21][C:22]([CH2:25][CH2:26][OH:27])([CH2:23][CH3:24])[C:9]1=2)[C:2]1[CH:7]=[CH:6][CH:5]=[CH:4][CH:3]=1. (6) Given the reactants [C:1]([O:5][C:6]([NH:8][C:9]1([C:13]2[CH:18]=[CH:17][C:16]([C:19]3[N:20]=[C:21]4[CH:26]=[CH:25][C:24]([C:27]([OH:29])=[O:28])=[N:23][N:22]4[C:30]=3[C:31]3[CH:36]=[CH:35][CH:34]=[CH:33][CH:32]=3)=[CH:15][CH:14]=2)[CH2:12][CH2:11][CH2:10]1)=[O:7])([CH3:4])([CH3:3])[CH3:2].[C:37](=O)([O-])[O-].[Cs+].[Cs+].CI.O, predict the reaction product. The product is: [C:1]([O:5][C:6]([NH:8][C:9]1([C:13]2[CH:14]=[CH:15][C:16]([C:19]3[N:20]=[C:21]4[CH:26]=[CH:25][C:24]([C:27]([O:29][CH3:37])=[O:28])=[N:23][N:22]4[C:30]=3[C:31]3[CH:36]=[CH:35][CH:34]=[CH:33][CH:32]=3)=[CH:17][CH:18]=2)[CH2:10][CH2:11][CH2:12]1)=[O:7])([CH3:4])([CH3:2])[CH3:3].